From a dataset of Reaction yield outcomes from USPTO patents with 853,638 reactions. Predict the reaction yield, written as a fraction of the theoretical maximum amount of product (1.0 means a 100% yield; for example, 0.34 means a 34% yield). The reactants are [CH3:1][O:2][C:3]([C:5]1[C:13]([NH:14][C:15]2[CH:20]=[CH:19][C:18]([Br:21])=[CH:17][C:16]=2[Cl:22])=[C:12]([F:23])[C:8]2[N:9]=[CH:10][NH:11][C:7]=2[CH:6]=1)=[O:4].C([O-])([O-])=O.[K+].[K+].[C:30]([O:34][C:35]([CH3:38])([CH3:37])[CH3:36])(=[O:33])[CH:31]=[CH2:32]. The catalyst is CN(C=O)C.C(OCC)(=O)C. The product is [CH3:1][O:2][C:3]([C:5]1[C:13]([NH:14][C:15]2[CH:20]=[CH:19][C:18]([Br:21])=[CH:17][C:16]=2[Cl:22])=[C:12]([F:23])[C:8]2[N:9]=[CH:10][N:11]([CH2:32][CH2:31][C:30]([O:34][C:35]([CH3:38])([CH3:37])[CH3:36])=[O:33])[C:7]=2[CH:6]=1)=[O:4]. The yield is 0.620.